Task: Regression. Given a peptide amino acid sequence and an MHC pseudo amino acid sequence, predict their binding affinity value. This is MHC class I binding data.. Dataset: Peptide-MHC class I binding affinity with 185,985 pairs from IEDB/IMGT (1) The peptide sequence is SPYVFALA. The MHC is H-2-Kb with pseudo-sequence H-2-Kb. The binding affinity (normalized) is 0.808. (2) The peptide sequence is NLPIYSEEIV. The MHC is HLA-A02:06 with pseudo-sequence HLA-A02:06. The binding affinity (normalized) is 0.152. (3) The peptide sequence is ATFRLECPY. The MHC is HLA-A11:01 with pseudo-sequence HLA-A11:01. The binding affinity (normalized) is 0.757. (4) The peptide sequence is CQPQNGQFI. The MHC is H-2-Db with pseudo-sequence H-2-Db. The binding affinity (normalized) is 0.571. (5) The peptide sequence is HPLARTAKV. The MHC is HLA-B08:01 with pseudo-sequence HLA-B08:01. The binding affinity (normalized) is 0. (6) The peptide sequence is FLLNISYLCH. The MHC is HLA-A68:01 with pseudo-sequence HLA-A68:01. The binding affinity (normalized) is 0.0824.